From a dataset of Forward reaction prediction with 1.9M reactions from USPTO patents (1976-2016). Predict the product of the given reaction. (1) The product is: [CH2:36]([O:1][C:2]1[CH:33]=[CH:32][C:5]([CH2:6][CH:7]2[C:16]3[C:11](=[CH:12][C:13]([O:19][CH3:20])=[C:14]([O:17][CH3:18])[CH:15]=3)[CH2:10][CH2:9][N:8]2[CH2:21][C:22]([NH:24][CH2:25][C:26]2[CH:31]=[CH:30][CH:29]=[CH:28][CH:27]=2)=[O:23])=[CH:4][C:3]=1[O:34][CH3:35])[CH3:37]. Given the reactants [OH:1][C:2]1[CH:33]=[CH:32][C:5]([CH2:6][CH:7]2[C:16]3[C:11](=[CH:12][C:13]([O:19][CH3:20])=[C:14]([O:17][CH3:18])[CH:15]=3)[CH2:10][CH2:9][N:8]2[CH2:21][C:22]([NH:24][CH2:25][C:26]2[CH:31]=[CH:30][CH:29]=[CH:28][CH:27]=2)=[O:23])=[CH:4][C:3]=1[O:34][CH3:35].[CH2:36](I)[CH3:37], predict the reaction product. (2) Given the reactants C(OC([N:8]1[CH2:13][CH2:12][N:11]([C:14]2[N:19]3[N:20]=[C:21]([CH3:23])[N:22]=[C:18]3[C:17]3[CH:24]=[C:25]([Cl:28])[CH:26]=[N:27][C:16]=3[N:15]=2)[CH2:10][CH2:9]1)=O)(C)(C)C.C(O)(C(F)(F)F)=O, predict the reaction product. The product is: [Cl:28][C:25]1[CH:26]=[N:27][C:16]2[N:15]=[C:14]([N:11]3[CH2:12][CH2:13][NH:8][CH2:9][CH2:10]3)[N:19]3[N:20]=[C:21]([CH3:23])[N:22]=[C:18]3[C:17]=2[CH:24]=1. (3) Given the reactants [O:1]=[C:2]1[C:10]2[C:5](=[CH:6][CH:7]=[CH:8][CH:9]=2)[C:4](=[O:11])[N:3]1[CH2:12][CH:13]([C:18]1[CH:23]=[CH:22][C:21]([CH2:24][O:25][Si:26]([CH:33]([CH3:35])[CH3:34])([CH:30]([CH3:32])[CH3:31])[CH:27]([CH3:29])[CH3:28])=[CH:20][CH:19]=1)[C:14]([O:16]C)=[O:15].[OH:36][Li].O, predict the reaction product. The product is: [C:14]([CH:13]([C:18]1[CH:19]=[CH:20][C:21]([CH2:24][O:25][Si:26]([CH:30]([CH3:32])[CH3:31])([CH:33]([CH3:34])[CH3:35])[CH:27]([CH3:29])[CH3:28])=[CH:22][CH:23]=1)[CH2:12][NH:3][C:2]([C:10]1[CH:9]=[CH:8][CH:7]=[CH:6][C:5]=1[C:4]([OH:11])=[O:36])=[O:1])([OH:16])=[O:15]. (4) Given the reactants [C:1]([O:5][C:6]([N:8]1[C:16]2[C:11](=[CH:12][C:13]([S:21]C#N)=[C:14]([C:17]([CH3:20])([CH3:19])[CH3:18])[CH:15]=2)[CH2:10][CH2:9]1)=[O:7])([CH3:4])([CH3:3])[CH3:2].SC[C@H]([C@@H](CS)O)O.P([O-])([O-])([O-])=O, predict the reaction product. The product is: [C:1]([O:5][C:6]([N:8]1[C:16]2[C:11](=[CH:12][C:13]([SH:21])=[C:14]([C:17]([CH3:20])([CH3:19])[CH3:18])[CH:15]=2)[CH2:10][CH2:9]1)=[O:7])([CH3:4])([CH3:3])[CH3:2]. (5) Given the reactants Cl.Cl[CH2:3][C:4]1[N:8]2[CH:9]=[C:10]([CH3:13])[CH:11]=[CH:12][C:7]2=[N:6][C:5]=1[C:14]1[CH:19]=[CH:18][C:17]([CH3:20])=[CH:16][CH:15]=1.[NH:21]1[CH:26]=[CH:25][CH:24]=[N:23][C:22]1=[S:27], predict the reaction product. The product is: [CH3:13][C:10]1[CH:11]=[CH:12][C:7]2[N:8]([C:4]([CH2:3][N:23]3[CH:24]=[CH:25][CH:26]=[N:21][C:22]3=[S:27])=[C:5]([C:14]3[CH:19]=[CH:18][C:17]([CH3:20])=[CH:16][CH:15]=3)[N:6]=2)[CH:9]=1. (6) Given the reactants [CH3:1][O:2][C:3](=[O:25])[CH2:4][CH2:5][CH2:6][CH2:7][CH2:8][NH:9][C:10]1[C:11]2[CH:18]=[C:17]([C:19]3[CH:24]=[CH:23][CH:22]=[CH:21][CH:20]=3)[O:16][C:12]=2[N:13]=[CH:14][N:15]=1.[Br:26]N1C(=O)CCC1=O, predict the reaction product. The product is: [CH3:1][O:2][C:3](=[O:25])[CH2:4][CH2:5][CH2:6][CH2:7][CH2:8][NH:9][C:10]1[C:11]2[C:18]([Br:26])=[C:17]([C:19]3[CH:20]=[CH:21][CH:22]=[CH:23][CH:24]=3)[O:16][C:12]=2[N:13]=[CH:14][N:15]=1.